This data is from Reaction yield outcomes from USPTO patents with 853,638 reactions. The task is: Predict the reaction yield, written as a fraction of the theoretical maximum amount of product (1.0 means a 100% yield; for example, 0.34 means a 34% yield). (1) The reactants are [CH3:1][C:2]1[CH:7]=[CH:6][C:5]([CH2:8][N:9]2[CH2:14][CH2:13][N:12]([C:15](OC(C)(C)C)=[O:16])[CH2:11][CH2:10]2)=[CH:4][CH:3]=1.CN(C)CCN(C)C.C([Li])(CC)C.C1CCCCC1.[C:41]([C:49]1[CH:54]=[CH:53][CH:52]=[CH:51][CH:50]=1)(=[O:48])[C:42]1[CH:47]=[CH:46][CH:45]=[CH:44][CH:43]=1.[Cl-].[NH4+]. The catalyst is O1CCCC1.CCCCCC.C(OCC)(=O)C. The product is [CH3:1][C:2]1[CH:3]=[CH:4][C:5]([CH2:8][N:9]2[CH2:10][CH2:11][N:12]3[C:15](=[O:16])[O:48][C:41]([C:49]4[CH:54]=[CH:53][CH:52]=[CH:51][CH:50]=4)([C:42]4[CH:47]=[CH:46][CH:45]=[CH:44][CH:43]=4)[CH:13]3[CH2:14]2)=[CH:6][CH:7]=1. The yield is 0.820. (2) The reactants are [Cl:1][C:2]1[N:3]=[C:4](Cl)[C:5]2[CH:10]([CH3:11])[CH2:9][N:8]([C:12]([O:14][C:15]([CH3:18])([CH3:17])[CH3:16])=[O:13])[C:6]=2[N:7]=1.[CH3:20][Mg]Br. The catalyst is C1COCC1. The product is [Cl:1][C:2]1[N:3]=[C:4]([CH3:20])[C:5]2[CH:10]([CH3:11])[CH2:9][N:8]([C:12]([O:14][C:15]([CH3:18])([CH3:17])[CH3:16])=[O:13])[C:6]=2[N:7]=1. The yield is 0.650. (3) The reactants are C([O-])([O-])=O.[Cs+].[Cs+].Cl[C:8]1[C:13]([C:14]([F:17])([F:16])[F:15])=[CH:12][N:11]=[C:10]2[NH:18][C:19]([C:21]3[CH:26]=[CH:25][C:24]([F:27])=[CH:23][CH:22]=3)=[CH:20][C:9]=12.[C:28]([C:30]1[CH:35]=[CH:34][CH:33]=[CH:32][C:31]=1[N:36]([CH3:41])[S:37]([CH3:40])(=[O:39])=[O:38])#[CH:29]. The catalyst is O1CCOCC1.CC([O-])=O.CC([O-])=O.[Pd+2]. The product is [F:27][C:24]1[CH:25]=[CH:26][C:21]([C:19]2[NH:18][C:10]3=[N:11][CH:12]=[C:13]([C:14]([F:17])([F:16])[F:15])[C:8]([C:29]#[C:28][C:30]4[CH:35]=[CH:34][CH:33]=[CH:32][C:31]=4[N:36]([CH3:41])[S:37]([CH3:40])(=[O:39])=[O:38])=[C:9]3[CH:20]=2)=[CH:22][CH:23]=1. The yield is 0.700. (4) The reactants are C(O)(C(F)(F)F)=O.[NH2:8][CH2:9][CH2:10][CH2:11][C@:12]([C@@H:21]1[CH2:26][CH2:25][CH2:24][N:23]([C:27]([O:29][C:30]([CH3:33])([CH3:32])[CH3:31])=[O:28])[CH2:22]1)([C:14]1[CH:19]=[CH:18][CH:17]=[C:16]([Cl:20])[CH:15]=1)[OH:13].[S:34](N)([NH2:37])(=[O:36])=[O:35].CCN(C(C)C)C(C)C. The catalyst is O1CCOCC1. The product is [NH2:37][S:34]([NH:8][CH2:9][CH2:10][CH2:11][C@:12]([C@@H:21]1[CH2:26][CH2:25][CH2:24][N:23]([C:27]([O:29][C:30]([CH3:33])([CH3:32])[CH3:31])=[O:28])[CH2:22]1)([C:14]1[CH:19]=[CH:18][CH:17]=[C:16]([Cl:20])[CH:15]=1)[OH:13])(=[O:36])=[O:35]. The yield is 0.590. (5) The reactants are [I:1][C:2]1[C:6]([C:7]([O:9][CH2:10][CH3:11])=[O:8])=[CH:5][NH:4][N:3]=1.[H-].[Na+].Cl[CH2:15][O:16][CH2:17][CH2:18][Si:19]([CH3:22])([CH3:21])[CH3:20]. The catalyst is C1COCC1. The product is [I:1][C:2]1[C:6]([C:7]([O:9][CH2:10][CH3:11])=[O:8])=[CH:5][N:4]([CH2:15][O:16][CH2:17][CH2:18][Si:19]([CH3:22])([CH3:21])[CH3:20])[N:3]=1. The yield is 0.210.